From a dataset of Full USPTO retrosynthesis dataset with 1.9M reactions from patents (1976-2016). Predict the reactants needed to synthesize the given product. (1) Given the product [C:1]([C:5]1[CH:14]=[CH:13][C:8]([C:9]([O:11][CH3:12])=[O:10])=[CH:7][C:6]=1[CH:15]([CH3:17])[CH3:16])([CH3:4])([CH3:3])[CH3:2], predict the reactants needed to synthesize it. The reactants are: [C:1]([C:5]1[CH:14]=[CH:13][C:8]([C:9]([O:11][CH3:12])=[O:10])=[CH:7][C:6]=1[C:15]([CH3:17])=[CH2:16])([CH3:4])([CH3:3])[CH3:2]. (2) Given the product [CH2:26]1[C:27]2[C:32](=[CH:31][CH:30]=[CH:29][CH:28]=2)[CH2:33][CH:25]1[C:23]([NH:22][C@@H:20]([CH3:21])[C:19]([NH:18][C@@H:7]([CH2:8][C:9]1[C:17]2[C:12](=[CH:13][CH:14]=[CH:15][CH:16]=2)[NH:11][CH:10]=1)[C:6]([OH:35])=[O:5])=[O:34])=[O:24], predict the reactants needed to synthesize it. The reactants are: C([O:5][C:6](=[O:35])[C@@H:7]([NH:18][C:19](=[O:34])[C@@H:20]([NH:22][C:23]([CH:25]1[CH2:33][C:32]2[C:27](=[CH:28][CH:29]=[CH:30][CH:31]=2)[CH2:26]1)=[O:24])[CH3:21])[CH2:8][C:9]1[C:17]2[C:12](=[CH:13][CH:14]=[CH:15][CH:16]=2)[NH:11][CH:10]=1)(C)(C)C.FC(F)(F)C(O)C(F)(F)F. (3) Given the product [C:1]([C:3]1[CH:4]=[CH:5][C:6]([C:9]2[C:10]([C:17]#[N:18])=[C:11]([CH2:15][O:16][CH3:19])[NH:12][C:13]=2[CH3:14])=[CH:7][CH:8]=1)#[N:2], predict the reactants needed to synthesize it. The reactants are: [C:1]([C:3]1[CH:8]=[CH:7][C:6]([C:9]2[C:10]([C:17]#[N:18])=[C:11]([CH2:15][OH:16])[NH:12][C:13]=2[CH3:14])=[CH:5][CH:4]=1)#[N:2].[CH3:19][O-].[Na+].[Cl-].[Na+]. (4) Given the product [Cl:23][C:19]1[CH:18]=[C:17]([C:16]#[C:15][CH:14]([N:11]2[CH2:10][CH2:9][NH:8][CH2:13][CH2:12]2)[CH2:24][CH3:25])[CH:22]=[CH:21][CH:20]=1, predict the reactants needed to synthesize it. The reactants are: C(OC([N:8]1[CH2:13][CH2:12][N:11]([CH:14]([CH2:24][CH3:25])[C:15]#[C:16][C:17]2[CH:22]=[CH:21][CH:20]=[C:19]([Cl:23])[CH:18]=2)[CH2:10][CH2:9]1)=O)(C)(C)C.C(O)(C(F)(F)F)=O.C([O-])(O)=O.[Na+]. (5) The reactants are: [CH:1](=O)[C:2]1[CH:7]=[CH:6][CH:5]=[CH:4][CH:3]=1.[C:9]([O-:12])(=[O:11])[CH3:10].[NH4+].C(O)(=O)CC(O)=O. Given the product [C:9]([OH:12])(=[O:11])[CH:10]=[CH:1][C:2]1[CH:7]=[CH:6][CH:5]=[CH:4][CH:3]=1, predict the reactants needed to synthesize it.